From a dataset of Full USPTO retrosynthesis dataset with 1.9M reactions from patents (1976-2016). Predict the reactants needed to synthesize the given product. Given the product [Cl:23][C:21]1[CH:22]=[C:17]([C:14]2[CH:13]=[C:12]([C:32]3[N:33]=[N:34][N:35]([CH:37]([CH3:39])[CH3:38])[CH:36]=3)[C:11]([NH2:10])=[N:16][CH:15]=2)[CH:18]=[C:19]([CH2:24][N:26]2[CH2:27][CH2:28][O:29][CH2:30][CH2:31]2)[CH:20]=1, predict the reactants needed to synthesize it. The reactants are: B(F)(F)F.CCOCC.[NH2:10][C:11]1[N:16]=[CH:15][C:14]([C:17]2[CH:18]=[C:19]([C:24]([N:26]3[CH2:31][CH2:30][O:29][CH2:28][CH2:27]3)=O)[CH:20]=[C:21]([Cl:23])[CH:22]=2)=[CH:13][C:12]=1[C:32]1[N:33]=[N:34][N:35]([CH:37]([CH3:39])[CH3:38])[CH:36]=1.[BH4-].[Na+].CO.